This data is from Catalyst prediction with 721,799 reactions and 888 catalyst types from USPTO. The task is: Predict which catalyst facilitates the given reaction. (1) Reactant: [CH3:1][S:2][C:3]1[CH:8]=[CH:7][C:6]([C:9](=O)[CH2:10][C:11]([O:13]C)=O)=[CH:5][CH:4]=1.[C:16]1([NH:22][NH2:23])[CH:21]=[CH:20][CH:19]=[CH:18][CH:17]=1. Product: [CH3:1][S:2][C:3]1[CH:4]=[CH:5][C:6]([C:9]2[CH:10]=[C:11]([OH:13])[N:22]([C:16]3[CH:21]=[CH:20][CH:19]=[CH:18][CH:17]=3)[N:23]=2)=[CH:7][CH:8]=1. The catalyst class is: 8. (2) Reactant: C([O:4][C@@H:5]1[C@@H:10]([O:11]C(=O)C)[C@H:9]([O:15]C(=O)C)[C@@H:8]([CH2:19][O:20]C(=O)C)[O:7][C:6]1([C:26]1[CH:31]=[CH:30][C:29]([CH:32]2[CH2:34][CH2:33]2)=[C:28]([CH2:35][C:36]2[CH:45]=[CH:44][C:39]3[O:40][CH2:41][CH2:42][O:43][C:38]=3[CH:37]=2)[CH:27]=1)[O:24][CH3:25])(=O)C.O[Li].O. Product: [CH:32]1([C:29]2[CH:30]=[CH:31][C:26]([C:6]3([O:24][CH3:25])[C@H:5]([OH:4])[C@@H:10]([OH:11])[C@H:9]([OH:15])[C@@H:8]([CH2:19][OH:20])[O:7]3)=[CH:27][C:28]=2[CH2:35][C:36]2[CH:45]=[CH:44][C:39]3[O:40][CH2:41][CH2:42][O:43][C:38]=3[CH:37]=2)[CH2:34][CH2:33]1. The catalyst class is: 87. (3) Reactant: [CH2:1]([O:8][C:9]1[CH:18]=[CH:17][C:16]2[N:15]=[CH:14][C:13]3[N:19]=[C:20]([CH2:27][O:28][CH2:29][CH3:30])[N:21]([CH2:22][C:23]([NH2:26])([CH3:25])[CH3:24])[C:12]=3[C:11]=2[CH:10]=1)[C:2]1[CH:7]=[CH:6][CH:5]=[CH:4][CH:3]=1.C(N(CC)CC)C.[CH3:38][S:39](O[S:39]([CH3:38])(=[O:41])=[O:40])(=[O:41])=[O:40].C(=O)(O)[O-].[Na+]. Product: [CH2:1]([O:8][C:9]1[CH:18]=[CH:17][C:16]2[N:15]=[CH:14][C:13]3[N:19]=[C:20]([CH2:27][O:28][CH2:29][CH3:30])[N:21]([CH2:22][C:23]([NH:26][S:39]([CH3:38])(=[O:41])=[O:40])([CH3:24])[CH3:25])[C:12]=3[C:11]=2[CH:10]=1)[C:2]1[CH:7]=[CH:6][CH:5]=[CH:4][CH:3]=1. The catalyst class is: 4. (4) Reactant: [O:1]([CH2:8][CH2:9][O:10][CH2:11][CH2:12][OH:13])[CH2:2][CH2:3][O:4][CH2:5][CH2:6][OH:7].Br[C:15]12[CH2:24][CH:19]3[CH2:20][CH:21]([CH2:23][CH:17]([CH2:18]3)[CH2:16]1)[CH2:22]2.CCN(CC)CC.C1CCN2C(=NCCC2)CC1. Product: [C:15]12([O:7][CH2:6][CH2:5][O:4][CH2:3][CH2:2][O:1][CH2:8][CH2:9][O:10][CH2:11][CH2:12][OH:13])[CH2:24][CH:19]3[CH2:20][CH:21]([CH2:23][CH:17]([CH2:18]3)[CH2:16]1)[CH2:22]2. The catalyst class is: 818. (5) Reactant: [O:1]1[CH2:6][CH2:5][CH2:4][O:3][CH:2]1[CH2:7][CH2:8][Mg]Br.[Br:11][C:12]1[CH:19]=[CH:18][C:15]([CH:16]=[O:17])=[CH:14][CH:13]=1.C(OCC)(=O)C. Product: [Br:11][C:12]1[CH:19]=[CH:18][C:15]([CH:16]([OH:17])[CH2:8][CH2:7][CH:2]2[O:3][CH2:4][CH2:5][CH2:6][O:1]2)=[CH:14][CH:13]=1. The catalyst class is: 1. (6) Reactant: F[C:2]1[C:3]([N+:18]([O-:20])=[O:19])=[C:4]([CH:14]=[C:15]([F:17])[CH:16]=1)[NH:5][C:6]1[CH:11]=[CH:10][C:9]([I:12])=[CH:8][C:7]=1[F:13].[NH2:21][C:22]1[C:23]([CH3:29])=[C:24]([OH:28])[CH:25]=[CH:26][CH:27]=1.C(=O)([O-])[O-].[Cs+].[Cs+]. Product: [NH2:21][C:22]1[C:23]([CH3:29])=[C:24]([CH:25]=[CH:26][CH:27]=1)[O:28][C:2]1[C:3]([N+:18]([O-:20])=[O:19])=[C:4]([CH:14]=[C:15]([F:17])[CH:16]=1)[NH:5][C:6]1[CH:11]=[CH:10][C:9]([I:12])=[CH:8][C:7]=1[F:13]. The catalyst class is: 39.